Dataset: Forward reaction prediction with 1.9M reactions from USPTO patents (1976-2016). Task: Predict the product of the given reaction. (1) Given the reactants [C:1]([Si:5]([C:23]1[CH:28]=[CH:27][CH:26]=[CH:25][CH:24]=1)([C:17]1[CH:22]=[CH:21][CH:20]=[CH:19][CH:18]=1)[O:6][C@@H:7]1[CH2:11][C@@H:10](O)[C@@H:9]([O:13][CH:14]([CH3:16])[CH3:15])[CH2:8]1)([CH3:4])([CH3:3])[CH3:2].[N:29]1C=CC=C[CH:30]=1.FC(F)(F)S(OS(C(F)(F)F)(=O)=O)(=O)=O, predict the reaction product. The product is: [C:1]([Si:5]([C:17]1[CH:22]=[CH:21][CH:20]=[CH:19][CH:18]=1)([C:23]1[CH:24]=[CH:25][CH:26]=[CH:27][CH:28]=1)[O:6][C@@H:7]1[CH2:11][C@H:10]([C:30]#[N:29])[C@@H:9]([O:13][CH:14]([CH3:15])[CH3:16])[CH2:8]1)([CH3:4])([CH3:2])[CH3:3]. (2) Given the reactants [ClH:1].[OH:2]C(C1C=CC=CC=1)(C1C=CC=CC=1)C1CCN(CCCC(C2C=CC(C(C)(C)C(O)=O)=CC=2)O)CC1.[OH:39][C:40]([C:72]1[CH:77]=[CH:76][CH:75]=[CH:74][CH:73]=1)([C:66]1[CH:71]=[CH:70][CH:69]=[CH:68][CH:67]=1)[CH:41]1[CH2:46][CH2:45][N:44]([CH2:47][CH2:48][CH2:49][C:50]([C:52]2[CH:57]=[CH:56][C:55]([C:58]([CH3:65])([CH3:64])[C:59]([O:61]CC)=[O:60])=[CH:54][CH:53]=2)=[O:51])[CH2:43][CH2:42]1.[OH-].[Na+].[BH4-].[Na+].CC(C)=O.Cl, predict the reaction product. The product is: [OH2:2].[ClH:1].[OH:39][C:40]([C:72]1[CH:73]=[CH:74][CH:75]=[CH:76][CH:77]=1)([C:66]1[CH:67]=[CH:68][CH:69]=[CH:70][CH:71]=1)[CH:41]1[CH2:46][CH2:45][N:44]([CH2:47][CH2:48][CH2:49][CH:50]([C:52]2[CH:57]=[CH:56][C:55]([C:58]([CH3:65])([CH3:64])[C:59]([OH:61])=[O:60])=[CH:54][CH:53]=2)[OH:51])[CH2:43][CH2:42]1. (3) Given the reactants FC1(F)CCN([C:8]2[CH:21]=[C:20]3[C:11]([O:12][C:13]4[C:14](F)=[CH:15][C:16](OC)=[CH:17][C:18]=4[C@:19]43[N:26]=[C:25]([NH2:27])[CH2:24][O:23][CH2:22]4)=[CH:10][CH:9]=2)CC1.C(Cl)Cl.C(=O)([O-])[O-].[Cs+].[Cs+].[I-].[K+], predict the reaction product. The product is: [CH:21]1[C:20]2[C:19]3([N:26]=[C:25]([NH2:27])[CH2:24][O:23][CH2:22]3)[C:18]3[C:13](=[CH:14][CH:15]=[CH:16][CH:17]=3)[O:12][C:11]=2[CH:10]=[CH:9][CH:8]=1. (4) Given the reactants [NH:1]1[C:9]2[C:4](=[CH:5][CH:6]=[CH:7][CH:8]=2)[C:3]([CH:10]=[O:11])=[CH:2]1.C(N(C(C)C)CC)(C)C.[CH2:21]([O:28][C:29](Cl)=[O:30])[C:22]1[CH:27]=[CH:26][CH:25]=[CH:24][CH:23]=1, predict the reaction product. The product is: [CH2:21]([O:28][C:29]([N:1]1[C:9]2[C:4](=[CH:5][CH:6]=[CH:7][CH:8]=2)[C:3]([CH:10]=[O:11])=[CH:2]1)=[O:30])[C:22]1[CH:27]=[CH:26][CH:25]=[CH:24][CH:23]=1.